This data is from NCI-60 drug combinations with 297,098 pairs across 59 cell lines. The task is: Regression. Given two drug SMILES strings and cell line genomic features, predict the synergy score measuring deviation from expected non-interaction effect. (1) Drug 1: C1CC(=O)NC(=O)C1N2C(=O)C3=CC=CC=C3C2=O. Drug 2: C1C(C(OC1N2C=NC(=NC2=O)N)CO)O. Cell line: SF-539. Synergy scores: CSS=-17.1, Synergy_ZIP=6.20, Synergy_Bliss=-4.00, Synergy_Loewe=-19.1, Synergy_HSA=-23.7. (2) Drug 1: C#CCC(CC1=CN=C2C(=N1)C(=NC(=N2)N)N)C3=CC=C(C=C3)C(=O)NC(CCC(=O)O)C(=O)O. Drug 2: N.N.Cl[Pt+2]Cl. Cell line: HCT116. Synergy scores: CSS=42.0, Synergy_ZIP=-2.36, Synergy_Bliss=-3.64, Synergy_Loewe=-3.68, Synergy_HSA=-3.55. (3) Drug 1: C1=CC(=C2C(=C1NCCNCCO)C(=O)C3=C(C=CC(=C3C2=O)O)O)NCCNCCO. Drug 2: COCCOC1=C(C=C2C(=C1)C(=NC=N2)NC3=CC=CC(=C3)C#C)OCCOC.Cl. Cell line: K-562. Synergy scores: CSS=55.7, Synergy_ZIP=6.22, Synergy_Bliss=10.3, Synergy_Loewe=-25.4, Synergy_HSA=7.55. (4) Drug 1: C1=CC(=C2C(=C1NCCNCCO)C(=O)C3=C(C=CC(=C3C2=O)O)O)NCCNCCO. Drug 2: CCCS(=O)(=O)NC1=C(C(=C(C=C1)F)C(=O)C2=CNC3=C2C=C(C=N3)C4=CC=C(C=C4)Cl)F. Cell line: MALME-3M. Synergy scores: CSS=49.4, Synergy_ZIP=-5.06, Synergy_Bliss=-2.45, Synergy_Loewe=-3.12, Synergy_HSA=1.76.